This data is from Drug-target binding data from BindingDB using IC50 measurements. The task is: Regression. Given a target protein amino acid sequence and a drug SMILES string, predict the binding affinity score between them. We predict pIC50 (pIC50 = -log10(IC50 in M); higher means more potent). Dataset: bindingdb_ic50. The compound is O=c1ssc(=O)n1Cc1ccccc1. The target is XTSFAESXKPVQQPSAFGS. The pIC50 is 4.9.